Dataset: Peptide-MHC class II binding affinity with 134,281 pairs from IEDB. Task: Regression. Given a peptide amino acid sequence and an MHC pseudo amino acid sequence, predict their binding affinity value. This is MHC class II binding data. (1) The peptide sequence is TEEQKLIEKINAGFK. The MHC is DRB1_1001 with pseudo-sequence DRB1_1001. The binding affinity (normalized) is 0.377. (2) The peptide sequence is GARILTSESQLTITK. The MHC is DRB3_0101 with pseudo-sequence DRB3_0101. The binding affinity (normalized) is 0.224. (3) The peptide sequence is LADKRPTAWFLPSIR. The MHC is HLA-DQA10501-DQB10302 with pseudo-sequence HLA-DQA10501-DQB10302. The binding affinity (normalized) is 0.300.